Dataset: Forward reaction prediction with 1.9M reactions from USPTO patents (1976-2016). Task: Predict the product of the given reaction. (1) Given the reactants [NH2:1][CH2:2][C:3]([C:5]1[CH:10]=[CH:9][C:8]([C:11]([F:14])([F:13])[F:12])=[CH:7][CH:6]=1)=[O:4].CC1[CH:17]=[CH:18][C:19]([S:22](O)(=[O:24])=[O:23])=CC=1.C(S(Cl)(=O)=O)CC.CCN(CC)CC, predict the reaction product. The product is: [O:4]=[C:3]([C:5]1[CH:10]=[CH:9][C:8]([C:11]([F:12])([F:13])[F:14])=[CH:7][CH:6]=1)[CH2:2][NH:1][S:22]([CH2:19][CH2:18][CH3:17])(=[O:24])=[O:23]. (2) Given the reactants CO[C:3]([CH:5]1[CH2:9][CH2:8][CH2:7][C:6]1=O)=[O:4].[Br:11][C:12]1[CH:20]=[CH:19][C:15]([C:16](=[NH:18])[NH2:17])=[CH:14][CH:13]=1, predict the reaction product. The product is: [Br:11][C:12]1[CH:20]=[CH:19][C:15]([C:16]2[N:17]=[C:3]([OH:4])[C:5]3[CH2:9][CH2:8][CH2:7][C:6]=3[N:18]=2)=[CH:14][CH:13]=1. (3) Given the reactants Br[C:2]1[CH:3]=[C:4]2[C:9](=[CH:10][CH:11]=1)[C:8](=[O:12])[N:7]([CH3:13])[CH:6]=[CH:5]2.[CH3:14]B(O)O.C([O-])([O-])=O.[K+].[K+], predict the reaction product. The product is: [CH3:13][N:7]1[CH:6]=[CH:5][C:4]2[C:9](=[CH:10][CH:11]=[C:2]([CH3:14])[CH:3]=2)[C:8]1=[O:12]. (4) Given the reactants [Cl:1][C:2]1[CH:7]=[CH:6][C:5]([C:8]2[CH:9]([C:26]3[CH:42]=[CH:41][C:29]([O:30][CH2:31][C@@H:32]([N:34]4[CH2:38][CH2:37][C@@H:36]([CH2:39][F:40])[CH2:35]4)[CH3:33])=[CH:28][CH:27]=3)[O:10][C:11]3[C:16]([C:17]=2[CH3:18])=[CH:15][C:14]([O:19]C2CCCCO2)=[CH:13][CH:12]=3)=[CH:4][C:3]=1[F:43], predict the reaction product. The product is: [Cl:1][C:2]1[CH:7]=[CH:6][C:5]([C:8]2[CH:9]([C:26]3[CH:42]=[CH:41][C:29]([O:30][CH2:31][C@@H:32]([N:34]4[CH2:38][CH2:37][C@@H:36]([CH2:39][F:40])[CH2:35]4)[CH3:33])=[CH:28][CH:27]=3)[O:10][C:11]3[C:16]([C:17]=2[CH3:18])=[CH:15][C:14]([OH:19])=[CH:13][CH:12]=3)=[CH:4][C:3]=1[F:43]. (5) Given the reactants C[O:2][C:3]1[C:8]([C:9]2[C:14]([CH3:15])=[CH:13][CH:12]=[C:11]([NH:16][C:17]([C:19]3([C:22]4[CH:27]=[CH:26][C:25]([O:28][CH3:29])=[CH:24][CH:23]=4)[CH2:21][CH2:20]3)=[O:18])[N:10]=2)=[CH:7][CH:6]=[CH:5][N:4]=1.Cl, predict the reaction product. The product is: [CH3:29][O:28][C:25]1[CH:26]=[CH:27][C:22]([C:19]2([C:17]([NH:16][C:11]3[CH:12]=[CH:13][C:14]([CH3:15])=[C:9]([C:8]4[C:3](=[O:2])[NH:4][CH:5]=[CH:6][CH:7]=4)[N:10]=3)=[O:18])[CH2:20][CH2:21]2)=[CH:23][CH:24]=1.